From a dataset of Forward reaction prediction with 1.9M reactions from USPTO patents (1976-2016). Predict the product of the given reaction. (1) Given the reactants F[C:2]1[CH:9]=[CH:8][CH:7]=[C:6]([F:10])[C:3]=1[C:4]#[N:5].C(=O)([O-])[O-].[K+].[K+].[Cl:17][C:18]1[CH:19]=[C:20]([CH:22]=[CH:23][C:24]=1[OH:25])[NH2:21], predict the reaction product. The product is: [NH2:21][C:20]1[CH:22]=[CH:23][C:24]([O:25][C:2]2[CH:9]=[CH:8][CH:7]=[C:6]([F:10])[C:3]=2[C:4]#[N:5])=[C:18]([Cl:17])[CH:19]=1. (2) Given the reactants [Br:1][C:2]1[CH:3]=[C:4]([N:9]2[CH2:14][C@@H:13]([CH3:15])[N:12]([S:16]([C:19]3[CH:27]=[CH:26][CH:25]=[C:24]4[C:20]=3[CH2:21][CH:22]([C:28]([O:30]C)=[O:29])[CH2:23]4)(=[O:18])=[O:17])[C@@H:11]([CH3:32])[CH2:10]2)[CH:5]=[CH:6][C:7]=1[Cl:8].[Li+].[OH-].O1CCCC1.FC(F)(F)C1C=CC(C2CCNCC=2)=CC=1, predict the reaction product. The product is: [Br:1][C:2]1[CH:3]=[C:4]([N:9]2[CH2:10][C@@H:11]([CH3:32])[N:12]([S:16]([C:19]3[CH:27]=[CH:26][CH:25]=[C:24]4[C:20]=3[CH2:21][CH:22]([C:28]([OH:30])=[O:29])[CH2:23]4)(=[O:18])=[O:17])[C@@H:13]([CH3:15])[CH2:14]2)[CH:5]=[CH:6][C:7]=1[Cl:8]. (3) Given the reactants [BH4-].[Na+].[Cl:3][C:4]1[CH:9]=[CH:8][C:7]([CH2:10][CH:11]([C:17]([C:19]2[CH:24]=[CH:23][C:22]([F:25])=[CH:21][CH:20]=2)=[O:18])[C:12]([O:14][CH2:15][CH3:16])=[O:13])=[CH:6][C:5]=1[O:26][C:27]([F:32])([F:31])[CH:28]([F:30])[F:29].Cl.O, predict the reaction product. The product is: [Cl:3][C:4]1[CH:9]=[CH:8][C:7]([CH2:10][CH:11]([CH:17]([C:19]2[CH:24]=[CH:23][C:22]([F:25])=[CH:21][CH:20]=2)[OH:18])[C:12]([O:14][CH2:15][CH3:16])=[O:13])=[CH:6][C:5]=1[O:26][C:27]([F:31])([F:32])[CH:28]([F:29])[F:30]. (4) Given the reactants Br[CH2:2][C:3]1[CH:8]=[CH:7][C:6]([Cl:9])=[CH:5][C:4]=1[F:10].[Cl:11][C:12]1[CH:26]=[CH:25][C:15]([O:16][C:17]2[CH:18]=[CH:19][C:20]([CH:23]=[O:24])=[N:21][CH:22]=2)=[CH:14][CH:13]=1, predict the reaction product. The product is: [Cl:9][C:6]1[CH:7]=[CH:8][C:3]([CH2:2][CH:23]([C:20]2[CH:19]=[CH:18][C:17]([O:16][C:15]3[CH:25]=[CH:26][C:12]([Cl:11])=[CH:13][CH:14]=3)=[CH:22][N:21]=2)[OH:24])=[C:4]([F:10])[CH:5]=1. (5) Given the reactants CC(C)([O-])C.[K+].[Cl-].[NH2:8][C:9]([NH2:11])=[NH2+:10].[CH3:12][C:13]1[CH:21]=[CH:20][CH:19]=[C:18]2[C:14]=1[C:15](=[O:32])[N:16]([CH2:28][CH:29]([CH3:31])[CH3:30])[CH:17]2[CH2:22][C:23](OCC)=[O:24], predict the reaction product. The product is: [CH2:28]([N:16]1[C:15](=[O:32])[C:14]2[C:18](=[CH:19][CH:20]=[CH:21][C:13]=2[CH3:12])[CH:17]1[CH2:22][C:23]([NH:10][C:9]([NH2:11])=[NH:8])=[O:24])[CH:29]([CH3:31])[CH3:30]. (6) The product is: [Cl:53][C:54]1[CH:59]=[CH:58][C:57]([C:60]2[C:66]3[CH:67]=[C:68]([O:71][CH3:72])[CH:69]=[CH:70][C:65]=3[N:64]3[C:73]([CH3:76])=[N:74][N:75]=[C:63]3[C@H:62]([CH2:77][C:78]([NH:1][CH2:2][C:3]3[CH:8]=[CH:7][CH:6]=[C:5]([CH:9]4[CH2:10][CH2:11][N:12]([C:15](=[O:41])[CH2:16][C@@H:17]5[N:23]=[C:22]([C:24]6[CH:29]=[CH:28][C:27]([Cl:30])=[CH:26][CH:25]=6)[C:21]6[CH:31]=[C:32]([O:35][CH3:36])[CH:33]=[CH:34][C:20]=6[N:19]6[C:37]([CH3:40])=[N:38][N:39]=[C:18]56)[CH2:13][CH2:14]4)[CH:4]=3)=[O:79])[N:61]=2)=[CH:56][CH:55]=1. Given the reactants [NH2:1][CH2:2][C:3]1[CH:4]=[C:5]([CH:9]2[CH2:14][CH2:13][N:12]([C:15](=[O:41])[CH2:16][C@@H:17]3[N:23]=[C:22]([C:24]4[CH:29]=[CH:28][C:27]([Cl:30])=[CH:26][CH:25]=4)[C:21]4[CH:31]=[C:32]([O:35][CH3:36])[CH:33]=[CH:34][C:20]=4[N:19]4[C:37]([CH3:40])=[N:38][N:39]=[C:18]34)[CH2:11][CH2:10]2)[CH:6]=[CH:7][CH:8]=1.CCN=C=NCCCN(C)C.[Cl:53][C:54]1[CH:59]=[CH:58][C:57]([C:60]2[C:66]3[CH:67]=[C:68]([O:71][CH3:72])[CH:69]=[CH:70][C:65]=3[N:64]3[C:73]([CH3:76])=[N:74][N:75]=[C:63]3[C@H:62]([CH2:77][C:78](O)=[O:79])[N:61]=2)=[CH:56][CH:55]=1.C1C=CC2N(O)N=NC=2C=1, predict the reaction product. (7) Given the reactants [F:1][C:2]1([F:19])[CH2:6][CH2:5][C@@H:4]([C@@:7]([OH:18])([C:11]2[CH:16]=[CH:15][C:14]([F:17])=[CH:13][CH:12]=2)[C:8]([OH:10])=[O:9])[CH2:3]1.O[C@H:21]1[CH2:25][CH2:24][N:23](C(OC(C)(C)C)=O)[CH2:22]1, predict the reaction product. The product is: [F:19][C:2]1([F:1])[CH2:6][CH2:5][C@@H:4]([C@@:7]([OH:18])([C:11]2[CH:12]=[CH:13][C:14]([F:17])=[CH:15][CH:16]=2)[C:8]([O:10][C@H:21]2[CH2:25][CH2:24][NH:23][CH2:22]2)=[O:9])[CH2:3]1.